From a dataset of Full USPTO retrosynthesis dataset with 1.9M reactions from patents (1976-2016). Predict the reactants needed to synthesize the given product. (1) Given the product [O:20]=[C:14]1[CH:13]([N:7]2[CH2:6][C:5]3[C:9](=[CH:10][CH:11]=[C:3]([CH2:2][NH:1][C:28](=[O:29])[C:27]([F:38])([F:26])[C:31]4[CH:36]=[CH:35][CH:34]=[CH:33][C:32]=4[F:37])[CH:4]=3)[C:8]2=[O:12])[CH2:18][CH2:17][C:16](=[O:19])[NH:15]1, predict the reactants needed to synthesize it. The reactants are: [NH2:1][CH2:2][C:3]1[CH:4]=[C:5]2[C:9](=[CH:10][CH:11]=1)[C:8](=[O:12])[N:7]([CH:13]1[CH2:18][CH2:17][C:16](=[O:19])[NH:15][C:14]1=[O:20])[CH2:6]2.S(O)(=O)(=O)C.[F:26][C:27]([F:38])([C:31]1[CH:36]=[CH:35][CH:34]=[CH:33][C:32]=1[F:37])[C:28](O)=[O:29].C(N(C(C)C)CC)(C)C.F[P-](F)(F)(F)(F)F.CN(C(N(C)C)=[N+]1C2C(=NC=CC=2)[N+]([O-])=N1)C. (2) Given the product [CH3:1][O:2][C:3]1[CH:8]=[CH:7][C:6]([O:9][C:16](=[O:18])[CH3:17])=[CH:5][CH:4]=1, predict the reactants needed to synthesize it. The reactants are: [CH3:1][O:2][C:3]1[CH:8]=[CH:7][C:6]([OH:9])=[CH:5][CH:4]=1.C([O-])([O-])=O.[K+].[K+].[C:16](OC(=O)C)(=[O:18])[CH3:17]. (3) Given the product [NH2:27][C@H:18]([CH2:19][C:20]1[CH:25]=[CH:24][C:23]([Cl:26])=[CH:22][CH:21]=1)[C:17]([N:14]1[CH2:15][CH2:16][N:11]([C:3]2[C:2]([Br:1])=[CH:7][N:6]=[C:5]3[NH:8][CH:9]=[CH:10][C:4]=23)[CH2:12][CH2:13]1)=[O:35], predict the reactants needed to synthesize it. The reactants are: [Br:1][C:2]1[C:3]([N:11]2[CH2:16][CH2:15][N:14]([C:17](=[O:35])[C@H:18]([NH:27]C(=O)OC(C)(C)C)[CH2:19][C:20]3[CH:25]=[CH:24][C:23]([Cl:26])=[CH:22][CH:21]=3)[CH2:13][CH2:12]2)=[C:4]2[CH:10]=[CH:9][NH:8][C:5]2=[N:6][CH:7]=1.C(O)(C(F)(F)F)=O. (4) Given the product [CH3:40][O:39][C:36]1[N:35]=[CH:34][C:33]([NH:32][C:16]2[C:15]([C:13]3[N:12]=[C:11]([CH3:41])[N:10]=[C:9]([NH2:8])[N:14]=3)=[CH:20][C:19]([CH2:21][C:22]3[CH:27]=[CH:26][C:25]([S:28]([CH3:31])(=[O:30])=[O:29])=[CH:24][CH:23]=3)=[CH:18][N:17]=2)=[CH:38][CH:37]=1, predict the reactants needed to synthesize it. The reactants are: COC1C=CC(C[N:8](CC2C=CC(OC)=CC=2)[C:9]2[N:14]=[C:13]([C:15]3[C:16]([NH:32][C:33]4[CH:34]=[N:35][C:36]([O:39][CH3:40])=[CH:37][CH:38]=4)=[N:17][CH:18]=[C:19]([CH2:21][C:22]4[CH:27]=[CH:26][C:25]([S:28]([CH3:31])(=[O:30])=[O:29])=[CH:24][CH:23]=4)[CH:20]=3)[N:12]=[C:11]([CH3:41])[N:10]=2)=CC=1.FC(F)(F)C(O)=O.